From a dataset of Forward reaction prediction with 1.9M reactions from USPTO patents (1976-2016). Predict the product of the given reaction. (1) Given the reactants F[C:2]1[C:7]([C:8]2[N:13]=[C:12]([CH3:14])[N:11]=[C:10]([NH2:15])[N:9]=2)=[CH:6][C:5]([O:16][CH3:17])=[CH:4][N:3]=1.[NH2:18][C:19]1[CH:20]=[C:21]([NH:26][S:27]([CH3:30])(=[O:29])=[O:28])[C:22]([Cl:25])=[N:23][CH:24]=1.C[Si]([N-][Si](C)(C)C)(C)C.[Na+].[NH4+].[Cl-], predict the reaction product. The product is: [NH2:15][C:10]1[N:11]=[C:12]([CH3:14])[N:13]=[C:8]([C:7]2[C:2]([NH:18][C:19]3[CH:20]=[C:21]([NH:26][S:27]([CH3:30])(=[O:29])=[O:28])[C:22]([Cl:25])=[N:23][CH:24]=3)=[N:3][CH:4]=[C:5]([O:16][CH3:17])[CH:6]=2)[N:9]=1. (2) Given the reactants [CH2:1]([N:4]([CH2:8][C:9]1[CH:17]=[CH:16][C:12]([C:13]([OH:15])=O)=[CH:11][CH:10]=1)[CH2:5][CH2:6][CH3:7])[CH2:2][CH3:3].CCN=C=NCCCN(C)C.Cl.C1C=CC2N(O)N=NC=2C=1.[NH2:40][C:41]1[CH:42]=[C:43]([CH:46]=[CH:47][C:48]=1[NH2:49])[C:44]#[N:45], predict the reaction product. The product is: [NH2:49][C:48]1[CH:47]=[CH:46][C:43]([C:44]#[N:45])=[CH:42][C:41]=1[NH:40][C:13](=[O:15])[C:12]1[CH:11]=[CH:10][C:9]([CH2:8][N:4]([CH2:1][CH2:2][CH3:3])[CH2:5][CH2:6][CH3:7])=[CH:17][CH:16]=1. (3) Given the reactants Br[C:2]1[CH:7]=[CH:6][C:5]([N+:8]([O-:10])=[O:9])=[C:4]([O:11][CH:12]([F:14])[F:13])[CH:3]=1.[CH3:15][N:16]1[CH:20]=[C:19](B2OC(C)(C)C(C)(C)O2)[CH:18]=[N:17]1.C(Cl)Cl.C([O-])([O-])=O.[Na+].[Na+], predict the reaction product. The product is: [F:13][CH:12]([F:14])[O:11][C:4]1[CH:3]=[C:2]([C:19]2[CH:18]=[N:17][N:16]([CH3:15])[CH:20]=2)[CH:7]=[CH:6][C:5]=1[N+:8]([O-:10])=[O:9]. (4) The product is: [ClH:47].[OH:46][C:43]1[CH:44]=[CH:45][C:40]([CH:32]([C:33]2[CH:38]=[CH:37][C:36]([OH:39])=[CH:35][CH:34]=2)[CH2:31][NH:30][C:9]2[N:8]=[C:7]([N:4]3[CH2:5][CH2:6][C@@H:2]([NH:1][C:72]([NH:109][CH2:108][C:106]4[N:105]=[CH:104][N:103]([CH3:102])[CH:107]=4)=[O:73])[CH2:3]3)[N:15]=[C:14]3[C:10]=2[N:11]=[CH:12][N:13]3[C@@H:16]2[CH2:20][C@H:19]([N:21]3[N:25]=[N:24][C:23]([CH2:26][CH3:27])=[N:22]3)[C@@H:18]([OH:28])[C@H:17]2[OH:29])=[CH:41][CH:42]=1. Given the reactants [NH2:1][C@@H:2]1[CH2:6][CH2:5][N:4]([C:7]2[N:15]=[C:14]3[C:10]([N:11]=[CH:12][N:13]3[C@@H:16]3[CH2:20][C@H:19]([N:21]4[N:25]=[N:24][C:23]([CH2:26][CH3:27])=[N:22]4)[C@@H:18]([OH:28])[C@H:17]3[OH:29])=[C:9]([NH:30][CH2:31][CH:32]([C:40]3[CH:45]=[CH:44][C:43]([OH:46])=[CH:42][CH:41]=3)[C:33]3[CH:38]=[CH:37][C:36]([OH:39])=[CH:35][CH:34]=3)[N:8]=2)[CH2:3]1.[ClH:47].C1(C(C2C=CC=CC=2)CNC2N=C(N3CC[C@@H](N[C:72](NCC4C=CC=CN=4)=[O:73])C3)N=C3C=2N=CN3[C@@H]2C[C@H](N3N=NC(CC)=N3)[C@@H](O)[C@H]2O)C=CC=CC=1.[CH3:102][N:103]1[CH:107]=[C:106]([CH2:108][NH2:109])[N:105]=[CH:104]1, predict the reaction product. (5) Given the reactants [F:1][C:2]1[CH:7]=[CH:6][C:5]([C:8]2[N:9]=[CH:10][N:11]([CH:21]3[CH2:26][CH2:25][NH:24][CH2:23][CH2:22]3)[C:12]=2[C:13]2[CH:18]=[CH:17][N:16]=[C:15]([NH:19][CH3:20])[N:14]=2)=[CH:4][CH:3]=1.CS(O[CH:32]([C:34]1[CH:38]=[CH:37][O:36][N:35]=1)[CH3:33])(=O)=O.C(=O)([O-])[O-].[Cs+].[Cs+], predict the reaction product. The product is: [F:1][C:2]1[CH:3]=[CH:4][C:5]([C:8]2[N:9]=[CH:10][N:11]([CH:21]3[CH2:26][CH2:25][N:24]([CH:32]([C:34]4[CH:38]=[CH:37][O:36][N:35]=4)[CH3:33])[CH2:23][CH2:22]3)[C:12]=2[C:13]2[CH:18]=[CH:17][N:16]=[C:15]([NH:19][CH3:20])[N:14]=2)=[CH:6][CH:7]=1. (6) Given the reactants S(S([O-])=O)([O-])=O.[Na+].[Na+].[C:9]([O:13][C:14](=[O:35])[NH:15][CH:16]1[CH2:21][CH2:20][CH2:19][N:18]([C:22](=[O:34])[C:23]2[CH:28]=[CH:27][C:26]([NH:29][CH3:30])=[C:25]([N+:31]([O-])=O)[CH:24]=2)[CH2:17]1)([CH3:12])([CH3:11])[CH3:10].[CH2:36]([N:38]1[C:46]2[CH:45]=[CH:44][N:43]=[CH:42][C:41]=2[CH:40]=[C:39]1[CH:47]=O)[CH3:37].CO, predict the reaction product. The product is: [C:9]([O:13][C:14](=[O:35])[NH:15][CH:16]1[CH2:21][CH2:20][CH2:19][N:18]([C:22]([C:23]2[CH:28]=[CH:27][C:26]3[N:29]([CH3:30])[C:47]([C:39]4[N:38]([CH2:36][CH3:37])[C:46]5[CH:45]=[CH:44][N:43]=[CH:42][C:41]=5[CH:40]=4)=[N:31][C:25]=3[CH:24]=2)=[O:34])[CH2:17]1)([CH3:12])([CH3:10])[CH3:11]. (7) Given the reactants Cl.Cl.Cl.[CH3:4][C:5]1[N:9]([CH:10]2[CH2:16][C@H:15]3[N:17]([CH2:18][CH2:19][C:20]4([C:26]5[CH:31]=[CH:30][CH:29]=[CH:28][CH:27]=5)[O:25][CH2:24][CH2:23][NH:22][CH2:21]4)[C@H:12]([CH2:13][CH2:14]3)[CH2:11]2)[C:8]2[CH:32]=[CH:33][CH:34]=[CH:35][C:7]=2[N:6]=1.CCN(CC)CC.[CH3:43][C:44]([CH3:49])([CH3:48])[C:45](Cl)=[O:46], predict the reaction product. The product is: [CH3:43][C:44]([CH3:49])([CH3:48])[C:45]([N:22]1[CH2:23][CH2:24][O:25][C:20]([CH2:19][CH2:18][N:17]2[C@H:12]3[CH2:13][CH2:14][C@@H:15]2[CH2:16][CH:10]([N:9]2[C:8]4[CH:32]=[CH:33][CH:34]=[CH:35][C:7]=4[N:6]=[C:5]2[CH3:4])[CH2:11]3)([C:26]2[CH:31]=[CH:30][CH:29]=[CH:28][CH:27]=2)[CH2:21]1)=[O:46]. (8) Given the reactants [CH3:1][C:2]1[CH:6]=[CH:5][NH:4][C:3]=1[C:7]([O:9][CH3:10])=[O:8].[H-].[Na+].[CH2:13]([O:15]/[CH:16]=[C:17](\[N+:23]([O-:25])=[O:24])/[C:18]([O:20][CH2:21][CH3:22])=[O:19])[CH3:14], predict the reaction product. The product is: [CH2:13]([O:15][CH:16]([N:4]1[CH:5]=[CH:6][C:2]([CH3:1])=[C:3]1[C:7]([O:9][CH3:10])=[O:8])[CH:17]([N+:23]([O-:25])=[O:24])[C:18]([O:20][CH2:21][CH3:22])=[O:19])[CH3:14]. (9) Given the reactants C(C1C(CC(N)=O)=C2N(C=1)C=CC=C2)C.C(Cl)(=O)CC.N#N.[CH2:23]([C:25]1[C:26]([CH2:38][C:39]([NH2:41])=O)=[C:27]2[N:32]([C:33]=1[C:34](=O)[CH2:35][CH3:36])[CH:31]=[CH:30][CH:29]=[CH:28]2)[CH3:24].[H-].[Al+3].[Li+].[H-].[H-].[H-], predict the reaction product. The product is: [CH2:23]([C:25]1[C:26]([CH2:38][CH2:39][NH2:41])=[C:27]2[N:32]([C:33]=1[CH2:34][CH2:35][CH3:36])[CH:31]=[CH:30][CH:29]=[CH:28]2)[CH3:24]. (10) Given the reactants Br[CH2:2]C(Cl)=O.[C:6](Cl)(=O)[CH:7]=[CH2:8].CN(C(ON1N=N[C:21]2[CH:22]=[CH:23][CH:24]=[N:25][C:20]1=2)=[N+](C)C)C.F[P-](F)(F)(F)(F)F.CC[N:37]([CH:41]([CH3:43])C)[CH:38]([CH3:40])[CH3:39].N(C)C, predict the reaction product. The product is: [NH:25]([N:37]1[C:38]2[C:39](=[CH:6][CH:7]=[CH:8][CH:40]=2)[CH2:43][CH2:41]1)[C:20]1[CH:21]=[CH:22][CH:23]=[CH:24][CH:2]=1.